This data is from Full USPTO retrosynthesis dataset with 1.9M reactions from patents (1976-2016). The task is: Predict the reactants needed to synthesize the given product. (1) Given the product [CH2:1]([O:8][C:9]([NH:11][C@@H:12]([CH:17]1[CH2:18][CH2:19][C:20]([F:23])([F:24])[CH2:21][CH2:22]1)[C:13]([OH:15])=[O:14])=[O:10])[C:2]1[CH:3]=[CH:4][CH:5]=[CH:6][CH:7]=1, predict the reactants needed to synthesize it. The reactants are: [CH2:1]([O:8][C:9]([NH:11][C@@H:12]([CH:17]1[CH2:22][CH2:21][C:20]([F:24])([F:23])[CH2:19][CH2:18]1)[C:13]([O:15]C)=[O:14])=[O:10])[C:2]1[CH:7]=[CH:6][CH:5]=[CH:4][CH:3]=1.O.[OH-].[Li+].Cl. (2) Given the product [NH:2]([C:5]1[CH:10]=[CH:9][C:8]([CH3:11])=[CH:7][N:6]=1)[NH2:3], predict the reactants needed to synthesize it. The reactants are: O.[NH2:2][NH2:3].Cl[C:5]1[CH:10]=[CH:9][C:8]([CH3:11])=[CH:7][N:6]=1. (3) Given the product [CH:13]1([N:11]2[C:10](=[O:20])[C:9]([CH3:21])([CH3:22])[CH:8]([CH:7]=[O:6])[CH2:12]2)[CH2:14][CH2:15][CH2:16][CH2:17][CH2:18][CH2:19]1, predict the reactants needed to synthesize it. The reactants are: C([SiH2][O:6][C:7](C)(C)[CH:8]1[CH2:12][N:11]([CH:13]2[CH2:19][CH2:18][CH2:17][CH2:16][CH2:15][CH2:14]2)[C:10](=[O:20])[C:9]1([CH3:22])[CH3:21])(C)(C)C.CC(OI1(OC(C)=O)(OC(C)=O)OC(=O)C2C=CC=CC1=2)=O. (4) Given the product [Cl:14][C:15]1[CH:16]=[C:17]2[C:21](=[CH:22][CH:23]=1)[NH:20][C:19](=[O:24])[C:18]2=[CH:11][C:8]1[NH:9][CH:10]=[C:6]([CH2:5][CH2:4][C:1]([OH:3])=[O:2])[C:7]=1[CH3:13], predict the reactants needed to synthesize it. The reactants are: [C:1]([CH2:4][CH2:5][C:6]1[C:7]([CH3:13])=[C:8]([CH:11]=O)[NH:9][CH:10]=1)([OH:3])=[O:2].[Cl:14][C:15]1[CH:16]=[C:17]2[C:21](=[CH:22][CH:23]=1)[NH:20][C:19](=[O:24])[CH2:18]2.N1CCCCC1. (5) The reactants are: [F:1][C:2]([F:24])([F:23])[CH2:3][NH:4][C:5]([C@@H:7]([NH:15][C:16](=[O:22])[O:17][C:18]([CH3:21])([CH3:20])[CH3:19])[CH2:8][CH:9]1[CH2:14][CH2:13][CH2:12][CH2:11][CH2:10]1)=O.S(C)C. Given the product [F:1][C:2]([F:23])([F:24])[CH2:3][NH:4][CH2:5][C@@H:7]([NH:15][C:16](=[O:22])[O:17][C:18]([CH3:21])([CH3:19])[CH3:20])[CH2:8][CH:9]1[CH2:14][CH2:13][CH2:12][CH2:11][CH2:10]1, predict the reactants needed to synthesize it. (6) Given the product [C:13]([C:9]1[CH:8]=[C:7]([C:17]2[S:18][CH:19]=[C:20]([CH:22]3[CH2:27][CH2:26][N:25]([C:38](=[O:39])[CH2:37][N:30]4[C:31]5=[N:32][CH:33]=[CH:34][CH:35]=[C:36]5[N:28]=[CH:29]4)[CH2:24][CH2:23]3)[N:21]=2)[CH:6]=[C:5]([C:1]([CH3:2])([CH3:3])[CH3:4])[C:10]=1[O:11][CH3:12])([CH3:16])([CH3:15])[CH3:14], predict the reactants needed to synthesize it. The reactants are: [C:1]([C:5]1[CH:6]=[C:7]([C:17]2[S:18][CH:19]=[C:20]([CH:22]3[CH2:27][CH2:26][NH:25][CH2:24][CH2:23]3)[N:21]=2)[CH:8]=[C:9]([C:13]([CH3:16])([CH3:15])[CH3:14])[C:10]=1[O:11][CH3:12])([CH3:4])([CH3:3])[CH3:2].[N:28]1[C:36]2[C:31](=[N:32][CH:33]=[CH:34][CH:35]=2)[N:30]([CH2:37][C:38](O)=[O:39])[CH:29]=1.CN1CCOCC1.O.ON1C2C=CC=CC=2N=N1.C(Cl)CCl.C(=O)(O)[O-].[Na+]. (7) Given the product [N:1]1[CH:6]=[CH:5][CH:4]=[CH:3][C:2]=1[CH2:7][O:8][C:9]1[CH:18]=[C:17]([C:19]2[CH:20]=[C:21]([CH2:25][OH:26])[CH:22]=[N:23][CH:24]=2)[C:16]2[CH2:15][CH2:14][CH2:13][CH2:12][C:11]=2[N:10]=1, predict the reactants needed to synthesize it. The reactants are: [N:1]1[CH:6]=[CH:5][CH:4]=[CH:3][C:2]=1[CH2:7][O:8][C:9]1[CH:18]=[C:17]([C:19]2[CH:20]=[C:21]([C:25](OCC)=[O:26])[CH:22]=[N:23][CH:24]=2)[C:16]2[CH2:15][CH2:14][CH2:13][CH2:12][C:11]=2[N:10]=1.C1COCC1.[BH4-].[Na+].C(=O)([O-])[O-].[K+].[K+].